Dataset: HIV replication inhibition screening data with 41,000+ compounds from the AIDS Antiviral Screen. Task: Binary Classification. Given a drug SMILES string, predict its activity (active/inactive) in a high-throughput screening assay against a specified biological target. The molecule is COc1ccc(-c2cc(-c3ccco3)c(C#N)c(=O)n2C2OC(OC(=O)c3ccccc3)C(OC(=O)c3ccccc3)C2OC(=O)c2ccccc2)cc1. The result is 0 (inactive).